From a dataset of Reaction yield outcomes from USPTO patents with 853,638 reactions. Predict the reaction yield, written as a fraction of the theoretical maximum amount of product (1.0 means a 100% yield; for example, 0.34 means a 34% yield). The reactants are [C:1]([C:3]1[S:4][C:5]2[C:11]([C:12]#[N:13])=[C:10](/[N:14]=[CH:15]/[N:16](C)C)[CH:9]=[CH:8][C:6]=2[N:7]=1)#[N:2].[C:19]([C:23]1[CH:29]=[CH:28][C:26](N)=[CH:25][CH:24]=1)([CH3:22])([CH3:21])[CH3:20].[K+].[Br-].[CH2:32](Cl)Cl.CCOC(C)=O. No catalyst specified. The product is [C:19]([C:23]1[CH:29]=[CH:28][C:26]([CH2:32][NH:13][C:12]2[C:11]3[C:10](=[CH:9][CH:8]=[C:6]4[N:7]=[C:3]([C:1]#[N:2])[S:4][C:5]4=3)[N:14]=[CH:15][N:16]=2)=[CH:25][CH:24]=1)([CH3:22])([CH3:21])[CH3:20]. The yield is 0.990.